Dataset: Forward reaction prediction with 1.9M reactions from USPTO patents (1976-2016). Task: Predict the product of the given reaction. (1) Given the reactants ClC1C(F)=C(C=C(C(F)(F)F)C=1)CN1CCC(COC2C(C3CC3)=CC(C(O)=O)=C(F)C=2)(F)CC1.[CH:36]1([C:39]2[C:40]([O:49][CH2:50][CH:51]3[CH2:56][CH2:55][N:54]([S:57]([CH3:60])(=[O:59])=[O:58])[CH2:53][CH2:52]3)=[CH:41][C:42]([F:48])=[C:43]([CH:47]=2)[C:44](O)=[O:45])[CH2:38][CH2:37]1.CS(N)(=O)=O.[CH:66]1([S:69]([NH2:72])(=[O:71])=[O:70])[CH2:68][CH2:67]1, predict the reaction product. The product is: [CH:36]1([C:39]2[C:40]([O:49][CH2:50][CH:51]3[CH2:52][CH2:53][N:54]([S:57]([CH3:60])(=[O:58])=[O:59])[CH2:55][CH2:56]3)=[CH:41][C:42]([F:48])=[C:43]([CH:47]=2)[C:44]([NH:72][S:69]([CH:66]2[CH2:68][CH2:67]2)(=[O:71])=[O:70])=[O:45])[CH2:38][CH2:37]1. (2) Given the reactants COC1C=C(OC)C=CC=1C[NH:6][C:7]1[CH:16]=[N:15][C:14]2[C:9](=[CH:10][CH:11]=[C:12]([O:17][CH3:18])[CH:13]=2)[N:8]=1.C(O)(C(F)(F)F)=O, predict the reaction product. The product is: [CH3:18][O:17][C:12]1[CH:13]=[C:14]2[C:9](=[CH:10][CH:11]=1)[N:8]=[C:7]([NH2:6])[CH:16]=[N:15]2. (3) Given the reactants [CH3:1][C@H:2]1[CH2:7][NH:6][C@H:5]([CH3:8])[CH2:4][NH:3]1.[ClH:9].Cl.C[C@H]1CN[C@H](C)CN1.Cl.C[C@H]1CN[C@H](C)CN1.FC1C=CC(C[Cl:34])=CC=1, predict the reaction product. The product is: [ClH:34].[ClH:9].[ClH:34].[CH3:1][C@H:2]1[CH2:7][NH:6][C@H:5]([CH3:8])[CH2:4][NH:3]1. (4) Given the reactants [F:1][C:2]1[CH:10]=[CH:9][C:8]([F:11])=[C:7]2[C:3]=1[C:4](=[O:25])[N:5]([CH2:13][CH:14]([C:19]1([CH3:24])OCC[O:20]1)[C:15]([O:17][CH3:18])=[O:16])[C:6]2=[O:12].O.C1(C)C=CC(S(O)(=O)=O)=CC=1, predict the reaction product. The product is: [F:11][C:8]1[CH:9]=[CH:10][C:2]([F:1])=[C:3]2[C:7]=1[C:6](=[O:12])[N:5]([CH2:13][CH:14]([C:19](=[O:20])[CH3:24])[C:15]([O:17][CH3:18])=[O:16])[C:4]2=[O:25].